Predict the reactants needed to synthesize the given product. From a dataset of Full USPTO retrosynthesis dataset with 1.9M reactions from patents (1976-2016). (1) Given the product [F:16][C:12]1[CH:13]=[CH:14][CH:15]=[C:10]([F:9])[C:11]=1[C:17]1[S:18][CH:19]=[C:20]([C:22]([NH:25][C:26]2[C:27]([N:35]3[CH2:40][CH2:39][CH2:38][C@H:37]([NH:41][C:42](=[O:48])[O:43][C:44]([CH3:46])([CH3:45])[CH3:47])[CH2:36]3)=[C:28]3[CH:34]=[CH:33][S:32][C:29]3=[N:30][CH:31]=2)=[O:24])[N:21]=1, predict the reactants needed to synthesize it. The reactants are: ClC(N(C)C)=C(C)C.[F:9][C:10]1[CH:15]=[CH:14][CH:13]=[C:12]([F:16])[C:11]=1[C:17]1[S:18][CH:19]=[C:20]([C:22]([OH:24])=O)[N:21]=1.[NH2:25][C:26]1[C:27]([N:35]2[CH2:40][CH2:39][CH2:38][C@H:37]([NH:41][C:42](=[O:48])[O:43][C:44]([CH3:47])([CH3:46])[CH3:45])[CH2:36]2)=[C:28]2[CH:34]=[CH:33][S:32][C:29]2=[N:30][CH:31]=1.N1C=CC=CC=1. (2) Given the product [Cl:1][C:2]1[N:7]=[C:6]([NH:16][C:14]2[S:15][C:11]([CH3:10])=[CH:12][N:13]=2)[C:5]([Cl:9])=[CH:4][N:3]=1, predict the reactants needed to synthesize it. The reactants are: [Cl:1][C:2]1[N:7]=[C:6](Cl)[C:5]([Cl:9])=[CH:4][N:3]=1.[CH3:10][C:11]1[S:15][C:14]([NH2:16])=[N:13][CH:12]=1.CCN(C(C)C)C(C)C. (3) Given the product [Br:13][C:9]1[N:8]=[C:7]([C:17](=[O:22])[CH2:18][CH2:19][O:20][CH3:21])[CH:12]=[CH:11][CH:10]=1, predict the reactants needed to synthesize it. The reactants are: C([Li])CCC.Br[C:7]1[CH:12]=[CH:11][CH:10]=[C:9]([Br:13])[N:8]=1.C(N(CC1C=CC=CC=1)[C:17](=[O:22])[CH2:18][CH2:19][O:20][CH3:21])C. (4) Given the product [CH2:15]([N:14]([CH3:13])[CH:10]1[CH2:9][N:8]([C:1]([O:3][CH2:4][CH2:7][CH2:24][CH3:26])=[O:2])[CH2:11]1)[C:16]1[CH:21]=[CH:20][CH:19]=[CH:18][CH:17]=1, predict the reactants needed to synthesize it. The reactants are: [C:1]([N:8]1[CH2:11][C:10](=O)[CH2:9]1)([O:3][C:4]([CH3:7])(C)C)=[O:2].[CH3:13][NH:14][CH2:15][C:16]1[CH:21]=[CH:20][CH:19]=[CH:18][CH:17]=1.[BH-](OC(C)=O)(OC(C)=O)O[C:24]([CH3:26])=O.[Na+]. (5) Given the product [CH3:2][CH:3]1[C:11]2[C:6](=[CH:7][CH:8]=[CH:9][CH:10]=2)[NH:5][CH2:4]1, predict the reactants needed to synthesize it. The reactants are: Cl.[CH3:2][C:3]1[C:11]2[C:6](=[CH:7][CH:8]=[CH:9][CH:10]=2)[NH:5][CH:4]=1.CN(C)C.B. (6) Given the product [F:1][C:2]1[C:3]([CH3:35])=[C:4]([NH:8][C:9]2[N:14]3[N:15]=[CH:16][C:17]([C:18]([NH:42][S:39]([CH:36]4[CH2:38][CH2:37]4)(=[O:41])=[O:40])=[O:19])=[C:13]3[N:12]=[CH:11][C:10]=2[C:21]([N:23]2[CH2:28][CH2:27][CH:26]([C:29]3[CH:30]=[CH:31][CH:32]=[CH:33][CH:34]=3)[CH2:25][CH2:24]2)=[O:22])[CH:5]=[CH:6][CH:7]=1, predict the reactants needed to synthesize it. The reactants are: [F:1][C:2]1[C:3]([CH3:35])=[C:4]([NH:8][C:9]2[N:14]3[N:15]=[CH:16][C:17]([C:18](O)=[O:19])=[C:13]3[N:12]=[CH:11][C:10]=2[C:21]([N:23]2[CH2:28][CH2:27][CH:26]([C:29]3[CH:34]=[CH:33][CH:32]=[CH:31][CH:30]=3)[CH2:25][CH2:24]2)=[O:22])[CH:5]=[CH:6][CH:7]=1.[CH:36]1([S:39]([NH2:42])(=[O:41])=[O:40])[CH2:38][CH2:37]1.